From a dataset of Full USPTO retrosynthesis dataset with 1.9M reactions from patents (1976-2016). Predict the reactants needed to synthesize the given product. Given the product [CH:1]1([C:7]2[N:12]([C:13]3[CH:14]=[CH:15][C:16]([F:19])=[CH:17][CH:18]=3)[C:11](=[O:20])[C:10]([C:36]([NH:37][CH2:49][C:50]([OH:52])=[O:51])=[O:60])=[C:9]([OH:21])[N:8]=2)[CH2:2][CH2:3][CH2:4][CH2:5][CH2:6]1, predict the reactants needed to synthesize it. The reactants are: [CH:1]1([C:7]2[N:12]([C:13]3[CH:18]=[CH:17][C:16]([F:19])=[CH:15][CH:14]=3)[C:11](=[O:20])[CH:10]=[C:9]([OH:21])[N:8]=2)[CH2:6][CH2:5][CH2:4][CH2:3][CH2:2]1.[Cl-].C[Al+]C.CCCCCC.FC1C=C[C:36]([NH2:37])=CC=1.C1(C#N)CCCCC1.C(OCC)(=O)[CH2:49][C:50]([O:52]CC)=[O:51].C[O-:60].[Na+].